This data is from Peptide-MHC class II binding affinity with 134,281 pairs from IEDB. The task is: Regression. Given a peptide amino acid sequence and an MHC pseudo amino acid sequence, predict their binding affinity value. This is MHC class II binding data. (1) The peptide sequence is LSPISNMVSMANNHV. The MHC is HLA-DQA10102-DQB10602 with pseudo-sequence HLA-DQA10102-DQB10602. The binding affinity (normalized) is 0.284. (2) The peptide sequence is EMPSEEGYQDYEPEA. The MHC is HLA-DPA10201-DPB10501 with pseudo-sequence HLA-DPA10201-DPB10501. The binding affinity (normalized) is 0.0991.